From a dataset of Blood-brain barrier permeability classification from the B3DB database. Regression/Classification. Given a drug SMILES string, predict its absorption, distribution, metabolism, or excretion properties. Task type varies by dataset: regression for continuous measurements (e.g., permeability, clearance, half-life) or binary classification for categorical outcomes (e.g., BBB penetration, CYP inhibition). Dataset: b3db_classification. The drug is Fc1cccc(Br)c1NC1=NCCN1. The result is 1 (penetrates BBB).